Dataset: Catalyst prediction with 721,799 reactions and 888 catalyst types from USPTO. Task: Predict which catalyst facilitates the given reaction. (1) Reactant: [CH2:1]([NH:3][C:4]([NH:6][C:7]1[N:12]=[CH:11][C:10]([C:13]2[CH:14]=[N:15][CH:16]=[C:17]([C:19]([NH:21][NH2:22])=[O:20])[CH:18]=2)=[C:9]([C:23]2[S:24][CH:25]=[C:26]([C:28]([F:31])([F:30])[F:29])[N:27]=2)[CH:8]=1)=[O:5])[CH3:2].C(=O)(O)[O-].[Na+].[N:37]#[C:38]Br. Product: [NH2:37][C:38]1[O:20][C:19]([C:17]2[CH:18]=[C:13]([C:10]3[CH:11]=[N:12][C:7]([NH:6][C:4]([NH:3][CH2:1][CH3:2])=[O:5])=[CH:8][C:9]=3[C:23]3[S:24][CH:25]=[C:26]([C:28]([F:31])([F:30])[F:29])[N:27]=3)[CH:14]=[N:15][CH:16]=2)=[N:21][N:22]=1. The catalyst class is: 38. (2) Product: [CH:79]1([CH3:78])[CH2:80][CH2:81][CH:82]([CH:86]([CH3:87])[CH3:88])[CH:83]([OH:85])[CH2:84]1. Reactant: C(O)[C@H]1O[C@@H]2O[C@H]3[C@H](O)[C@@H](O)[C@@H](O[C@H]4[C@H](O)[C@@H](O)[C@@H](O[C@H]5[C@H](O)[C@@H](O)[C@@H](O[C@H]6[C@H](O)[C@@H](O)[C@@H](O[C@H]7[C@H](O)[C@@H](O)[C@@H](O[C@H]8[C@H](O)[C@@H](O)[C@@H](O[C@H]1[C@H](O)[C@H]2O)O[C@@H]8CO)O[C@@H]7CO)O[C@@H]6CO)O[C@@H]5CO)O[C@@H]4CO)O[C@@H]3CO.[CH3:78][C@H:79]1[CH2:84][C@@H:83]([OH:85])[C@H:82]([CH:86]([CH3:88])[CH3:87])[CH2:81][CH2:80]1. The catalyst class is: 6. (3) Reactant: C(OC(N1CCO[C@H]([C@@H](OC2C=CC(F)=CC=2Cl)C2C=CC=C(F)C=2)C1)=O)(C)(C)C.[C:31]([O:35][C:36]([N:38]1[CH2:43][CH2:42][O:41][C@H:40]([C@@H:44]([O:51][C:52]2[CH:57]=[CH:56][CH:55]=[C:54]([Cl:58])[C:53]=2[F:59])[C:45]2[CH:50]=[CH:49][CH:48]=[CH:47][CH:46]=2)[CH2:39]1)=[O:37])([CH3:34])([CH3:33])[CH3:32].FC(F)(F)C(O)=O. Product: [C:31]([O:35][C:36]([N:38]1[CH2:43][CH2:42][O:41][C@H:40]([C@@H:44]([O:51][C:52]2[CH:57]=[CH:56][CH:55]=[C:54]([Cl:58])[C:53]=2[F:59])[C:45]2[CH:50]=[CH:49][CH:48]=[CH:47][CH:46]=2)[CH2:39]1)=[O:37])([CH3:34])([CH3:32])[CH3:33].[Cl:58][C:54]1[C:53]([F:59])=[C:52]([CH:57]=[CH:56][CH:55]=1)[O:51][C@@H:44]([C:45]1[CH:50]=[CH:49][CH:48]=[CH:47][CH:46]=1)[C@H:40]1[O:41][CH2:42][CH2:43][NH:38][CH2:39]1. The catalyst class is: 4. (4) Reactant: [CH3:1][C:2]1[CH:12]=[CH:11][C:5]([C:6]([O:8][CH2:9][CH3:10])=[O:7])=[CH:4][C:3]=1[C:13]([F:16])([F:15])[F:14].C1C(=O)N([Br:24])C(=O)C1.C(OOCC1C=CC=CC=1)C1C=CC=CC=1. Product: [Br:24][CH2:1][C:2]1[CH:12]=[CH:11][C:5]([C:6]([O:8][CH2:9][CH3:10])=[O:7])=[CH:4][C:3]=1[C:13]([F:15])([F:14])[F:16]. The catalyst class is: 53. (5) The catalyst class is: 10. Reactant: [F:1][C:2]1[CH:7]=[CH:6][C:5]([C:8]2[N:9]=[CH:10][N:11]([CH:21]3[CH2:26][CH2:25][NH:24][CH2:23][CH2:22]3)[C:12]=2[C:13]2[CH:18]=[CH:17][N:16]=[C:15]([NH:19][CH3:20])[N:14]=2)=[CH:4][CH:3]=1.CS(O[CH:32]([C:34]1[CH:38]=[CH:37][O:36][N:35]=1)[CH3:33])(=O)=O.C(=O)([O-])[O-].[Cs+].[Cs+]. Product: [F:1][C:2]1[CH:3]=[CH:4][C:5]([C:8]2[N:9]=[CH:10][N:11]([CH:21]3[CH2:26][CH2:25][N:24]([CH:32]([C:34]4[CH:38]=[CH:37][O:36][N:35]=4)[CH3:33])[CH2:23][CH2:22]3)[C:12]=2[C:13]2[CH:18]=[CH:17][N:16]=[C:15]([NH:19][CH3:20])[N:14]=2)=[CH:6][CH:7]=1. (6) Reactant: C[O:2][C:3]([C:5]1[C:6]([CH3:29])=[C:7]([N:10]2[CH2:15][CH2:14][CH2:13][CH2:12][CH:11]2[CH:16]2[CH2:21][CH2:20][N:19]([C:22]([O:24][C:25]([CH3:28])([CH3:27])[CH3:26])=[O:23])[CH2:18][CH2:17]2)[S:8][CH:9]=1)=[O:4].[OH-].[Na+]. Product: [C:25]([O:24][C:22]([N:19]1[CH2:20][CH2:21][CH:16]([CH:11]2[CH2:12][CH2:13][CH2:14][CH2:15][N:10]2[C:7]2[S:8][CH:9]=[C:5]([C:3]([OH:4])=[O:2])[C:6]=2[CH3:29])[CH2:17][CH2:18]1)=[O:23])([CH3:28])([CH3:27])[CH3:26]. The catalyst class is: 5. (7) Reactant: [NH:1]1[C:9]2[C:4](=[CH:5][CH:6]=[CH:7][CH:8]=2)[C:3]([C:10](=[O:36])[CH:11]([NH:18][C:19]2[CH:20]=[C:21]([CH:31]=[C:32]([O:34][CH3:35])[CH:33]=2)[O:22][CH2:23][CH2:24][CH2:25][C:26]([O:28]CC)=[O:27])[C:12]2[CH:17]=[CH:16][CH:15]=[CH:14][CH:13]=2)=[CH:2]1.[OH-].[Na+].Cl. Product: [NH:1]1[C:9]2[C:4](=[CH:5][CH:6]=[CH:7][CH:8]=2)[C:3]([C:10](=[O:36])[CH:11]([NH:18][C:19]2[CH:20]=[C:21]([CH:31]=[C:32]([O:34][CH3:35])[CH:33]=2)[O:22][CH2:23][CH2:24][CH2:25][C:26]([OH:28])=[O:27])[C:12]2[CH:17]=[CH:16][CH:15]=[CH:14][CH:13]=2)=[CH:2]1. The catalyst class is: 12.